From a dataset of Full USPTO retrosynthesis dataset with 1.9M reactions from patents (1976-2016). Predict the reactants needed to synthesize the given product. (1) The reactants are: [Cl:1][C:2]1[S:28][C:5]2[NH:6][C:7]([C:9]([NH:11][C@@H:12]3[CH2:20][C:19]4[C:14](=[CH:15][CH:16]=[CH:17][CH:18]=4)[C@H:13]3[CH2:21][CH2:22][C:23]([O:25]CC)=[O:24])=[O:10])=[CH:8][C:4]=2[CH:3]=1.O.[OH-].[Na+]. Given the product [Cl:1][C:2]1[S:28][C:5]2[NH:6][C:7]([C:9]([NH:11][C@@H:12]3[CH2:20][C:19]4[C:14](=[CH:15][CH:16]=[CH:17][CH:18]=4)[C@H:13]3[CH2:21][CH2:22][C:23]([OH:25])=[O:24])=[O:10])=[CH:8][C:4]=2[CH:3]=1, predict the reactants needed to synthesize it. (2) Given the product [Cl:9][C:4]1[CH:3]=[C:2]([NH:1][C:11]2[C:20]3[C:15](=[CH:16][CH:17]=[CH:18][C:19]=3[F:21])[N:14]=[CH:13][N:12]=2)[CH:7]=[CH:6][C:5]=1[OH:8], predict the reactants needed to synthesize it. The reactants are: [NH2:1][C:2]1[CH:7]=[CH:6][C:5]([OH:8])=[C:4]([Cl:9])[CH:3]=1.Cl[C:11]1[C:20]2[C:15](=[CH:16][CH:17]=[CH:18][C:19]=2[F:21])[N:14]=[CH:13][N:12]=1. (3) Given the product [CH3:22][O:23][CH2:24][CH2:25][O:8][C:4]1[C:3]([C:9]2[CH:14]=[CH:13][C:12]([CH3:15])=[CH:11][CH:10]=2)=[C:2]([NH2:1])[N:6]([CH3:7])[N:5]=1, predict the reactants needed to synthesize it. The reactants are: [NH2:1][C:2]1[N:6]([CH3:7])[N:5]=[C:4]([OH:8])[C:3]=1[C:9]1[CH:14]=[CH:13][C:12]([CH3:15])=[CH:11][CH:10]=1.C(=O)([O-])[O-].[K+].[K+].[CH3:22][O:23][CH2:24][CH2:25]Br. (4) The reactants are: Br[C:2]1[CH:7]=[C:6]([C:8]([N:10]([O:12][CH3:13])[CH3:11])=[O:9])[CH:5]=[C:4]([C:14]([F:17])([F:16])[F:15])[N:3]=1.CC1(C)C(C)(C)OB(/[CH:26]=[CH:27]/[CH2:28][NH:29][C:30](=[O:33])[O:31][CH3:32])O1.C(=O)([O-])[O-].[K+].[K+].C(OCC)(=O)C. Given the product [CH3:13][O:12][N:10]([CH3:11])[C:8]([C:6]1[CH:5]=[C:4]([C:14]([F:17])([F:16])[F:15])[N:3]=[C:2](/[CH:26]=[CH:27]/[CH2:28][NH:29][C:30](=[O:33])[O:31][CH3:32])[CH:7]=1)=[O:9], predict the reactants needed to synthesize it. (5) Given the product [CH:1]1([NH:4][C:5](=[O:30])[C:6]2[CH:11]=[CH:10][C:9]([CH3:12])=[C:8]([C:13]3[CH:14]=[C:15]4[C:20](=[CH:21][CH:22]=3)[C:19](=[O:23])[N:18]([CH2:24][CH:25]3[CH2:26][CH2:27]3)[CH:17]=[C:16]4[CH2:28][N:35]3[CH2:36][CH2:37][CH2:38][N:32]([CH3:31])[CH2:33][CH2:34]3)[CH:7]=2)[CH2:2][CH2:3]1, predict the reactants needed to synthesize it. The reactants are: [CH:1]1([NH:4][C:5](=[O:30])[C:6]2[CH:11]=[CH:10][C:9]([CH3:12])=[C:8]([C:13]3[CH:14]=[C:15]4[C:20](=[CH:21][CH:22]=3)[C:19](=[O:23])[N:18]([CH2:24][CH:25]3[CH2:27][CH2:26]3)[CH:17]=[C:16]4[CH:28]=O)[CH:7]=2)[CH2:3][CH2:2]1.[CH3:31][N:32]1[CH2:38][CH2:37][CH2:36][NH:35][CH2:34][CH2:33]1.C(O[BH-](OC(=O)C)OC(=O)C)(=O)C.[Na+]. (6) Given the product [N:8]1([C:5]([CH3:7])([CH3:6])[CH2:4][OH:3])[C:16]2[C:11](=[N:12][CH:13]=[CH:14][CH:15]=2)[N:10]=[CH:9]1, predict the reactants needed to synthesize it. The reactants are: C([O:3][C:4](=O)[C:5]([N:8]1[C:16]2[C:11](=[N:12][CH:13]=[CH:14][CH:15]=2)[N:10]=[CH:9]1)([CH3:7])[CH3:6])C.[BH4-].[Na+]. (7) Given the product [CH3:24][C:22]1[CH:21]=[CH:20][N:19]=[C:18]([N:16]2[C:4](=[O:15])[C:5]([N:10]3[CH:14]=[CH:13][N:12]=[N:11]3)=[CH:6][NH:7]2)[CH:23]=1, predict the reactants needed to synthesize it. The reactants are: C(O[C:4](=[O:15])[C:5]([N:10]1[CH:14]=[CH:13][N:12]=[N:11]1)=[CH:6][N:7](C)C)C.[NH:16]([C:18]1[CH:23]=[C:22]([CH3:24])[CH:21]=[CH:20][N:19]=1)N.C12(CS(O)(=O)=O)C(C)(C)C(CC1)CC2=O.